This data is from Reaction yield outcomes from USPTO patents with 853,638 reactions. The task is: Predict the reaction yield, written as a fraction of the theoretical maximum amount of product (1.0 means a 100% yield; for example, 0.34 means a 34% yield). (1) The reactants are [Br:1][C:2]1[C:3]([F:9])=[C:4]([CH:6]=[CH:7][CH:8]=1)[NH2:5].N1C=CC=CC=1.[CH2:16]([S:19](Cl)(=[O:21])=[O:20])[CH2:17][CH3:18]. The catalyst is C(Cl)Cl.O. The product is [Br:1][C:2]1[C:3]([F:9])=[C:4]([NH:5][S:19]([CH2:16][CH2:17][CH3:18])(=[O:21])=[O:20])[CH:6]=[CH:7][CH:8]=1. The yield is 0.250. (2) The reactants are [CH:1]1([CH:4]([C:6]2[C:7]([F:12])=[N:8][CH:9]=[CH:10][CH:11]=2)[OH:5])[CH2:3][CH2:2]1. The catalyst is C(Cl)(Cl)Cl.[O-2].[Mn+4].[O-2]. The product is [CH:1]1([C:4]([C:6]2[C:7]([F:12])=[N:8][CH:9]=[CH:10][CH:11]=2)=[O:5])[CH2:2][CH2:3]1. The yield is 0.281. (3) The reactants are [NH2:1][C:2]1[CH:11]=[CH:10][CH:9]=[C:8]2[C:3]=1[CH:4]=[CH:5][N:6]([CH2:13][CH2:14][N:15]([CH3:17])[CH3:16])[C:7]2=[O:12].CN(C(ON1N=NC2C=CC=NC1=2)=[N+](C)C)C.F[P-](F)(F)(F)(F)F.[C:42]1([CH3:52])[CH:47]=[CH:46][C:45]([CH2:48][C:49](O)=[O:50])=[CH:44][CH:43]=1.CCN(C(C)C)C(C)C. The catalyst is C(Cl)Cl. The product is [CH3:16][N:15]([CH3:17])[CH2:14][CH2:13][N:6]1[CH:5]=[CH:4][C:3]2[C:8](=[CH:9][CH:10]=[CH:11][C:2]=2[NH:1][C:49](=[O:50])[CH2:48][C:45]2[CH:46]=[CH:47][C:42]([CH3:52])=[CH:43][CH:44]=2)[C:7]1=[O:12]. The yield is 0.270. (4) The reactants are Cl[C:2]1[CH:11]=[CH:10][C:9]2[C:4](=[CH:5][CH:6]=[C:7]([Cl:12])[CH:8]=2)[N:3]=1.[NH2:13][C@H:14]1[C:22]2[C:17](=[CH:18][CH:19]=[CH:20][CH:21]=2)[CH2:16][CH2:15]1. No catalyst specified. The product is [Cl:12][C:7]1[CH:8]=[C:9]2[C:4](=[CH:5][CH:6]=1)[N:3]=[C:2]([NH:13][C@H:14]1[C:22]3[C:17](=[CH:18][CH:19]=[CH:20][CH:21]=3)[CH2:16][CH2:15]1)[CH:11]=[CH:10]2. The yield is 0.340. (5) The reactants are [C:1]([C:5]1[CH:10]=[CH:9][C:8]([NH2:11])=[CH:7][C:6]=1[N+:12]([O-:14])=[O:13])([CH3:4])([CH3:3])[CH3:2].[CH3:15][C:16]([O:19][C:20](O[C:20]([O:19][C:16]([CH3:18])([CH3:17])[CH3:15])=[O:21])=[O:21])([CH3:18])[CH3:17]. The catalyst is [OH-].[Na+].C1COCC1. The product is [C:16]([O:19][C:20](=[O:21])[NH:11][C:8]1[CH:9]=[CH:10][C:5]([C:1]([CH3:4])([CH3:2])[CH3:3])=[C:6]([N+:12]([O-:14])=[O:13])[CH:7]=1)([CH3:18])([CH3:17])[CH3:15]. The yield is 0.740. (6) The reactants are [Br:1][C:2]1[CH:3]=[CH:4][C:5]([O:11][CH:12]2[CH2:16][CH2:15][CH2:14][CH2:13]2)=[C:6]([C:8](=O)[CH3:9])[CH:7]=1.Cl.[NH2:18][OH:19].N1C=CC=CC=1. The catalyst is C(Cl)(Cl)Cl.CO. The product is [Br:1][C:2]1[CH:3]=[CH:4][C:5]([O:11][CH:12]2[CH2:16][CH2:15][CH2:14][CH2:13]2)=[C:6]([C:8](=[N:18][OH:19])[CH3:9])[CH:7]=1. The yield is 0.870. (7) The yield is 0.560. The catalyst is O1CCCC1. The reactants are [OH:1][CH2:2][CH2:3][NH:4][C:5](=[O:11])[O:6][C:7]([CH3:10])([CH3:9])[CH3:8].[H-].[Na+].[Cl:14][C:15]1[CH:24]=[C:23]([F:25])[C:18]([C:19]([O:21][CH3:22])=[O:20])=[C:17](F)[CH:16]=1. The product is [C:7]([O:6][C:5]([NH:4][CH2:3][CH2:2][O:1][C:17]1[CH:16]=[C:15]([Cl:14])[CH:24]=[C:23]([F:25])[C:18]=1[C:19]([O:21][CH3:22])=[O:20])=[O:11])([CH3:8])([CH3:10])[CH3:9].